Dataset: Full USPTO retrosynthesis dataset with 1.9M reactions from patents (1976-2016). Task: Predict the reactants needed to synthesize the given product. Given the product [ClH:1].[Cl:1][C:2]1[CH:3]=[C:4]([NH:8][C:9]2[C:14]3[CH:15]=[CH:16][N:17]([CH2:18][CH3:19])[C:13]=3[C:12]([C:20]([N:22]3[CH2:23][CH2:24][O:25][CH2:26][CH2:27]3)=[O:21])=[CH:11][N:10]=2)[CH:5]=[CH:6][CH:7]=1, predict the reactants needed to synthesize it. The reactants are: [Cl:1][C:2]1[CH:3]=[C:4]([NH:8][C:9]2[C:14]3[CH:15]=[CH:16][N:17]([CH2:18][CH3:19])[C:13]=3[C:12]([C:20]([N:22]3[CH2:27][CH2:26][O:25][CH2:24][CH2:23]3)=[O:21])=[CH:11][N:10]=2)[CH:5]=[CH:6][CH:7]=1.Cl.